This data is from Reaction yield outcomes from USPTO patents with 853,638 reactions. The task is: Predict the reaction yield, written as a fraction of the theoretical maximum amount of product (1.0 means a 100% yield; for example, 0.34 means a 34% yield). (1) The reactants are Cl.O1CCOCC1.[Cl:8][C:9]1[CH:14]=[CH:13][C:12]([CH:15]([NH:19][C:20]([C:22]2([NH:37]C(=O)OC(C)(C)C)[CH2:27][CH2:26][N:25]([C:28]3[C:29]4[CH:36]=[CH:35][NH:34][C:30]=4[N:31]=[CH:32][N:33]=3)[CH2:24][CH2:23]2)=[O:21])[CH2:16][C:17]#[N:18])=[CH:11][CH:10]=1. The catalyst is C(Cl)Cl. The product is [NH2:37][C:22]1([C:20]([NH:19][CH:15]([C:12]2[CH:13]=[CH:14][C:9]([Cl:8])=[CH:10][CH:11]=2)[CH2:16][C:17]#[N:18])=[O:21])[CH2:23][CH2:24][N:25]([C:28]2[C:29]3[CH:36]=[CH:35][NH:34][C:30]=3[N:31]=[CH:32][N:33]=2)[CH2:26][CH2:27]1. The yield is 0.422. (2) The yield is 0.430. The reactants are [N:1]1[C:2](=[O:13])[N:3]=[C:4]2[CH:9]=[C:8]([C:10]([OH:12])=[O:11])[CH:7]=[CH:6][C:5]=12. The catalyst is C(O)CCCC. The product is [N:1]1[C:2](=[O:13])[N:3]=[C:4]2[CH:9]=[CH:8][CH:7]=[CH:6][C:5]=12.[CH3:5][CH2:6][CH2:7][CH2:8][C:10]([O-:12])=[O:11]. (3) The reactants are [F:1][C:2]1[N:12]=[CH:11][C:5]2[NH:6][C:7](=O)[N:8]=[CH:9][C:4]=2[CH:3]=1.S(Cl)(Cl)=O.[Br:17][C:18]1[CH:19]=[C:20]([CH:22]=[CH:23][C:24]=1[Br:25])[NH2:21]. The catalyst is CN(C=O)C.CC(N(C)C)=O. The product is [Br:17][C:18]1[CH:19]=[C:20]([NH:21][C:9]2[C:4]3[CH:3]=[C:2]([F:1])[N:12]=[CH:11][C:5]=3[N:6]=[CH:7][N:8]=2)[CH:22]=[CH:23][C:24]=1[Br:25]. The yield is 0.880. (4) The reactants are Br[C:2]1[CH:7]=[C:6]([F:8])[CH:5]=[CH:4][C:3]=1[N+:9]([O-:11])=[O:10].[CH2:12]([B-](F)(F)F)[C:13]1[CH:18]=[CH:17][CH:16]=[CH:15][CH:14]=1.[K+].C(=O)([O-])[O-].[Cs+].[Cs+]. The catalyst is C1COCC1.O.C1C=CC(P(C2C=CC=CC=2)[C-]2C=CC=C2)=CC=1.C1C=CC(P(C2C=CC=CC=2)[C-]2C=CC=C2)=CC=1.Cl[Pd]Cl.[Fe+2]. The product is [CH2:12]([C:2]1[CH:7]=[C:6]([F:8])[CH:5]=[CH:4][C:3]=1[N+:9]([O-:11])=[O:10])[C:13]1[CH:18]=[CH:17][CH:16]=[CH:15][CH:14]=1. The yield is 0.690.